The task is: Predict the reactants needed to synthesize the given product.. This data is from Full USPTO retrosynthesis dataset with 1.9M reactions from patents (1976-2016). (1) The reactants are: [CH2:1]([SH:8])[C:2]1[CH:7]=[CH:6][CH:5]=[CH:4][CH:3]=1.[OH-].[Na+].[CH:11]1[CH:16]=[CH:15][C:14]([O:17][C:18](Cl)=[S:19])=[CH:13][CH:12]=1.C(OCC)C. Given the product [O:17]([C:14]1[CH:15]=[CH:16][CH:11]=[CH:12][CH:13]=1)[C:18]([S:8][CH2:1][C:2]1[CH:7]=[CH:6][CH:5]=[CH:4][CH:3]=1)=[S:19], predict the reactants needed to synthesize it. (2) Given the product [F:1][C:2]1[C:12]([F:13])=[CH:11][CH:10]=[CH:9][C:3]=1[CH2:4][CH2:5][C:6]([OH:8])=[O:7], predict the reactants needed to synthesize it. The reactants are: [F:1][C:2]1[C:12]([F:13])=[CH:11][CH:10]=[CH:9][C:3]=1[CH:4]=[CH:5][C:6]([OH:8])=[O:7]. (3) The reactants are: C(OC([NH:8][CH:9]1[CH2:15][CH2:14][C:13]2[C:16]([Br:20])=[CH:17][CH:18]=[CH:19][C:12]=2[CH2:11][C:10]1=[O:21])=O)(C)(C)C.[ClH:22]. Given the product [ClH:22].[NH2:8][CH:9]1[CH2:15][CH2:14][C:13]2[C:16]([Br:20])=[CH:17][CH:18]=[CH:19][C:12]=2[CH2:11][C:10]1=[O:21], predict the reactants needed to synthesize it. (4) Given the product [CH3:5][C:4]1[O:6][N:23]=[C:16]([C:17]2[CH:22]=[CH:21][CH:20]=[CH:19][CH:18]=2)[C:3]=1[C:2](=[O:7])[CH3:1], predict the reactants needed to synthesize it. The reactants are: [CH3:1][C:2](=[O:7])[CH2:3][C:4](=[O:6])[CH3:5].C(N(CC)CC)C.Cl[C:16](=[N:23]O)[C:17]1[CH:22]=[CH:21][CH:20]=[CH:19][CH:18]=1.[Na+].[Cl-].